Regression. Given a peptide amino acid sequence and an MHC pseudo amino acid sequence, predict their binding affinity value. This is MHC class II binding data. From a dataset of Peptide-MHC class II binding affinity with 134,281 pairs from IEDB. The peptide sequence is RDGHEKPMNVQSLGW. The MHC is DRB1_1301 with pseudo-sequence DRB1_1301. The binding affinity (normalized) is 0.324.